This data is from Forward reaction prediction with 1.9M reactions from USPTO patents (1976-2016). The task is: Predict the product of the given reaction. (1) Given the reactants C([O:3][C:4]([C:6]1[C:15](=[O:16])[N:14]2[C:9]([C:10]([CH3:32])=[C:11]([N:18]3[CH2:22][CH2:21][CH:20]([CH2:23][NH:24][C:25]([O:27][C:28]([CH3:31])([CH3:30])[CH3:29])=[O:26])[CH2:19]3)[C:12]([F:17])=[CH:13]2)=[C:8]([CH:33]2[CH2:35][CH2:34]2)[CH:7]=1)=[O:5])C.O[Li].O, predict the reaction product. The product is: [C:28]([O:27][C:25]([NH:24][CH2:23][CH:20]1[CH2:21][CH2:22][N:18]([C:11]2[C:12]([F:17])=[CH:13][N:14]3[C:9]([C:10]=2[CH3:32])=[C:8]([CH:33]2[CH2:35][CH2:34]2)[CH:7]=[C:6]([C:4]([OH:5])=[O:3])[C:15]3=[O:16])[CH2:19]1)=[O:26])([CH3:29])([CH3:30])[CH3:31]. (2) Given the reactants [Br:1][C:2]1[CH:7]=[C:6]([CH2:8][NH:9][C:10]([C@@H:12]2[CH2:16][C@@H:15]([F:17])[CH2:14][NH:13]2)=[O:11])[CH:5]=[CH:4][N:3]=1.[F:18][C:19]1[CH:24]=[CH:23][C:22]([S:25](Cl)(=[O:27])=[O:26])=[CH:21][CH:20]=1.C(N(CC)CC)C, predict the reaction product. The product is: [Br:1][C:2]1[CH:7]=[C:6]([CH2:8][NH:9][C:10]([C@@H:12]2[CH2:16][C@@H:15]([F:17])[CH2:14][N:13]2[S:25]([C:22]2[CH:23]=[CH:24][C:19]([F:18])=[CH:20][CH:21]=2)(=[O:27])=[O:26])=[O:11])[CH:5]=[CH:4][N:3]=1. (3) Given the reactants [C:1]([C:4]1[S:18][C:7]2[O:8][C:9]3[CH:17]=[CH:16][CH:15]=[CH:14][C:10]=3[NH:11][C:12](=[O:13])[C:6]=2[CH:5]=1)([CH3:3])=[CH2:2].[H][H], predict the reaction product. The product is: [CH:1]([C:4]1[S:18][C:7]2[O:8][C:9]3[CH:17]=[CH:16][CH:15]=[CH:14][C:10]=3[NH:11][C:12](=[O:13])[C:6]=2[CH:5]=1)([CH3:3])[CH3:2]. (4) Given the reactants C1N=CN([C:6](N2C=NC=C2)=[O:7])C=1.[F:13][C:14]1[C:19]2[CH2:20][CH2:21][C:22]3[CH:27]=[CH:26][N:25]=[CH:24][C:23]=3[CH:28]([NH2:29])[C:18]=2[CH:17]=[CH:16][CH:15]=1.[Cl:30][C:31]1[CH:32]=[C:33]([C:39]([NH:41][C@@H:42]2[CH2:46][CH2:45][N:44]([CH3:47])[C:43]2=[O:48])=[O:40])[CH:34]=[N:35][C:36]=1[NH:37][NH2:38], predict the reaction product. The product is: [Cl:30][C:31]1[CH:32]=[C:33]([C:39]([NH:41][C@@H:42]2[CH2:46][CH2:45][N:44]([CH3:47])[C:43]2=[O:48])=[O:40])[CH:34]=[N:35][C:36]=1[NH:37][NH:38][C:6]([NH:29][CH:28]1[C:23]2[CH:24]=[N:25][CH:26]=[CH:27][C:22]=2[CH2:21][CH2:20][C:19]2[C:14]([F:13])=[CH:15][CH:16]=[CH:17][C:18]1=2)=[O:7]. (5) The product is: [P:12]([O:13][C:14]1[CH:19]=[CH:18][C:17]([Cl:20])=[CH:16][C:15]=1[Cl:21])([O:22][C:23]1[CH:28]=[CH:27][C:26]([Cl:29])=[CH:25][C:24]=1[Cl:30])([O:11][CH2:7][CH2:8][CH2:9][CH3:10])=[O:31]. Given the reactants N1C=CC=CC=1.[CH2:7]([OH:11])[CH2:8][CH2:9][CH3:10].[P:12](Cl)(=[O:31])([O:22][C:23]1[CH:28]=[CH:27][C:26]([Cl:29])=[CH:25][C:24]=1[Cl:30])[O:13][C:14]1[CH:19]=[CH:18][C:17]([Cl:20])=[CH:16][C:15]=1[Cl:21], predict the reaction product. (6) Given the reactants P(Cl)(Cl)([Cl:3])=O.[Br:6][C:7]1[CH:16]=[C:15]2[C:10]([C:11](O)=[C:12]([N+:17]([O-:19])=[O:18])[CH:13]=[N:14]2)=[N:9][CH:8]=1, predict the reaction product. The product is: [Br:6][C:7]1[CH:16]=[C:15]2[C:10]([C:11]([Cl:3])=[C:12]([N+:17]([O-:19])=[O:18])[CH:13]=[N:14]2)=[N:9][CH:8]=1. (7) Given the reactants [CH:1]1([N:5]2[C:13]3[C:8](=[CH:9][N:10]=[C:11]([CH3:14])[CH:12]=3)[CH:7]=[CH:6]2)[CH2:4][CH2:3][CH2:2]1.[C:15](#[N:17])C.ClS(N=C=O)(=O)=O.C([O-])([O-])=O.[Na+].[Na+], predict the reaction product. The product is: [CH:1]1([N:5]2[C:13]3[C:8](=[CH:9][N:10]=[C:11]([CH3:14])[CH:12]=3)[C:7]([C:15]#[N:17])=[CH:6]2)[CH2:4][CH2:3][CH2:2]1. (8) The product is: [OH:13][CH:12]([CH2:11][CH2:10][CH2:9][CH2:8][CH2:7][CH2:6][CH2:5][CH2:4][CH2:3][CH2:2][CH3:1])[CH2:19][CH:15]=[CH2:16]. Given the reactants [CH3:1][CH2:2][CH2:3][CH2:4][CH2:5][CH2:6][CH2:7][CH2:8][CH2:9][CH2:10][CH2:11][CH:12]=[O:13].[Cl-].[CH2:15]1[CH2:19]OC[CH2:16]1, predict the reaction product. (9) Given the reactants [C:1]1([CH:7]([C:17]2[CH:22]=[CH:21][CH:20]=[CH:19][CH:18]=2)[O:8][CH2:9][CH2:10][CH:11]2[CH2:16][CH2:15][NH:14][CH2:13][CH2:12]2)[CH:6]=[CH:5][CH:4]=[CH:3][CH:2]=1.[I:23][C:24]1[CH:31]=[CH:30][C:27]([CH2:28]Br)=[CH:26][CH:25]=1.C([O-])([O-])=O.[K+].[K+].C([O-])(=O)C([O-])=O, predict the reaction product. The product is: [C:1]1([CH:7]([C:17]2[CH:22]=[CH:21][CH:20]=[CH:19][CH:18]=2)[O:8][CH2:9][CH2:10][CH:11]2[CH2:16][CH2:15][N:14]([CH2:28][C:27]3[CH:30]=[CH:31][C:24]([I:23])=[CH:25][CH:26]=3)[CH2:13][CH2:12]2)[CH:2]=[CH:3][CH:4]=[CH:5][CH:6]=1.